Dataset: CYP2C19 inhibition data for predicting drug metabolism from PubChem BioAssay. Task: Regression/Classification. Given a drug SMILES string, predict its absorption, distribution, metabolism, or excretion properties. Task type varies by dataset: regression for continuous measurements (e.g., permeability, clearance, half-life) or binary classification for categorical outcomes (e.g., BBB penetration, CYP inhibition). Dataset: cyp2c19_veith. (1) The molecule is CC1=NN(c2ccc(Br)cc2)C(=O)/C1=C/c1cccs1. The result is 1 (inhibitor). (2) The compound is Br.CC1(C(=O)CSc2nc3ccccc3s2)CCC(=O)O1. The result is 1 (inhibitor). (3) The drug is CCOC(=O)C1=C(C)N=C2SC(C(=O)OC)=CC(=O)N2C1c1ccc(F)cc1. The result is 1 (inhibitor). (4) The molecule is CC(C)NC(=O)N1CC2(CCN(C(=O)c3ccco3)CC2)C1. The result is 0 (non-inhibitor).